Dataset: Peptide-MHC class I binding affinity with 185,985 pairs from IEDB/IMGT. Task: Regression. Given a peptide amino acid sequence and an MHC pseudo amino acid sequence, predict their binding affinity value. This is MHC class I binding data. The peptide sequence is SLYSTVATL. The MHC is HLA-A02:03 with pseudo-sequence HLA-A02:03. The binding affinity (normalized) is 0.734.